Dataset: NCI-60 drug combinations with 297,098 pairs across 59 cell lines. Task: Regression. Given two drug SMILES strings and cell line genomic features, predict the synergy score measuring deviation from expected non-interaction effect. (1) Drug 1: C#CCC(CC1=CN=C2C(=N1)C(=NC(=N2)N)N)C3=CC=C(C=C3)C(=O)NC(CCC(=O)O)C(=O)O. Synergy scores: CSS=-3.84, Synergy_ZIP=2.89, Synergy_Bliss=1.37, Synergy_Loewe=-1.96, Synergy_HSA=-2.71. Drug 2: COCCOC1=C(C=C2C(=C1)C(=NC=N2)NC3=CC=CC(=C3)C#C)OCCOC.Cl. Cell line: CCRF-CEM. (2) Drug 1: CC1CCC2CC(C(=CC=CC=CC(CC(C(=O)C(C(C(=CC(C(=O)CC(OC(=O)C3CCCCN3C(=O)C(=O)C1(O2)O)C(C)CC4CCC(C(C4)OC)O)C)C)O)OC)C)C)C)OC. Drug 2: COC1=C2C(=CC3=C1OC=C3)C=CC(=O)O2. Cell line: MDA-MB-435. Synergy scores: CSS=14.0, Synergy_ZIP=-2.15, Synergy_Bliss=0.781, Synergy_Loewe=-13.4, Synergy_HSA=-2.02. (3) Drug 1: C1=CC(=CC=C1CCCC(=O)O)N(CCCl)CCCl. Drug 2: C(=O)(N)NO. Cell line: RXF 393. Synergy scores: CSS=15.3, Synergy_ZIP=-5.24, Synergy_Bliss=-5.44, Synergy_Loewe=-9.57, Synergy_HSA=-3.63. (4) Drug 1: CC1C(C(CC(O1)OC2CC(CC3=C2C(=C4C(=C3O)C(=O)C5=C(C4=O)C(=CC=C5)OC)O)(C(=O)CO)O)N)O.Cl. Drug 2: CS(=O)(=O)OCCCCOS(=O)(=O)C. Cell line: COLO 205. Synergy scores: CSS=12.4, Synergy_ZIP=-1.74, Synergy_Bliss=2.97, Synergy_Loewe=-1.20, Synergy_HSA=-0.947.